This data is from Reaction yield outcomes from USPTO patents with 853,638 reactions. The task is: Predict the reaction yield, written as a fraction of the theoretical maximum amount of product (1.0 means a 100% yield; for example, 0.34 means a 34% yield). (1) The reactants are C1CC1.[CH2:4]([O:6][C:7]([CH:9]1[CH2:11][C:10]1([C:18]1[CH:23]=[CH:22][CH:21]=[CH:20][CH:19]=1)[C:12]1[CH:17]=[CH:16][CH:15]=[CH:14][CH:13]=1)=[O:8])[CH3:5].OS(O)(=O)=O.[N:29]([O-])=[O:30].[Na+]. The catalyst is CC(O)=O.O. The product is [CH2:4]([O:6][C:7]([C:9]1[CH2:11][C:10]([C:18]2[CH:23]=[CH:22][CH:21]=[CH:20][CH:19]=2)([C:12]2[CH:17]=[CH:16][CH:15]=[CH:14][CH:13]=2)[O:30][N:29]=1)=[O:8])[CH3:5]. The yield is 0.920. (2) The reactants are [C:1]([O:9][CH2:10][C@@H:11]1[C:15]([O:17][C:18](=[O:20])[CH3:19])([CH3:16])[C@:14]([F:22])([CH3:21])[CH:13]([N:23]2[CH:31]=[N:30][C:29]3[C:24]2=[N:25][CH:26]=[N:27][C:28]=3Cl)[O:12]1)(=[O:8])[C:2]1[CH:7]=[CH:6][CH:5]=[CH:4][CH:3]=1.[CH:33]1([NH2:39])[CH2:38][CH2:37][CH2:36][CH2:35][CH2:34]1.O. The catalyst is C(O)C. The product is [C:1]([O:9][CH2:10][C@@H:11]1[C:15]([O:17][C:18](=[O:20])[CH3:19])([CH3:16])[C@:14]([F:22])([CH3:21])[CH:13]([N:23]2[CH:31]=[N:30][C:29]3[C:24]2=[N:25][CH:26]=[N:27][C:28]=3[NH:39][CH:33]2[CH2:38][CH2:37][CH2:36][CH2:35][CH2:34]2)[O:12]1)(=[O:8])[C:2]1[CH:7]=[CH:6][CH:5]=[CH:4][CH:3]=1. The yield is 0.740. (3) The reactants are I[C:2]1[CH:19]=[N:18][C:5]2[NH:6][CH2:7][CH2:8][N:9]([C:10]([C:12]3[CH:17]=[CH:16][CH:15]=[CH:14][CH:13]=3)=[O:11])[C:4]=2[CH:3]=1.[CH3:20][N:21]([CH3:43])[CH2:22][CH2:23][CH2:24][NH:25][C:26](=[O:42])[C:27]1[CH:32]=[CH:31][C:30](B2OC(C)(C)C(C)(C)O2)=[CH:29][CH:28]=1. No catalyst specified. The product is [C:10]([N:9]1[CH2:8][CH2:7][NH:6][C:5]2[N:18]=[CH:19][C:2]([C:30]3[CH:31]=[CH:32][C:27]([C:26]([NH:25][CH2:24][CH2:23][CH2:22][N:21]([CH3:20])[CH3:43])=[O:42])=[CH:28][CH:29]=3)=[CH:3][C:4]1=2)(=[O:11])[C:12]1[CH:17]=[CH:16][CH:15]=[CH:14][CH:13]=1. The yield is 0.440. (4) The reactants are C1COCC1.[C:6]1([Mg]Br)[CH:11]=[CH:10][CH:9]=[CH:8][CH:7]=1.Cl[C:15]1[CH:16]=[C:17]([CH:21]=[CH:22][CH:23]=1)[N:18]([CH3:20])[CH3:19].C1(C)C=CC=CC=1. The catalyst is CCCCCC. The product is [C:15]1([C:6]2[CH:11]=[CH:10][CH:9]=[CH:8][CH:7]=2)[CH:23]=[CH:22][CH:21]=[C:17]([N:18]([CH3:20])[CH3:19])[CH:16]=1. The yield is 0.940. (5) The yield is 0.650. The reactants are Cl.[CH3:2][NH:3][CH:4]1[C:10]2[CH:11]=[CH:12][CH:13]=[CH:14][C:9]=2[CH2:8][CH2:7][C:6]2[CH:15]=[CH:16][CH:17]=[CH:18][C:5]1=2.Br[CH2:20][CH2:21][O:22][C:23]1[CH:28]=[CH:27][C:26]([CH2:29][CH:30]([O:36][CH2:37][CH3:38])[C:31]([O:33][CH2:34][CH3:35])=[O:32])=[CH:25][CH:24]=1.C(=O)([O-])[O-].[K+].[K+].CN(C)C=O. The product is [CH2:34]([O:33][C:31](=[O:32])[CH:30]([O:36][CH2:37][CH3:38])[CH2:29][C:26]1[CH:27]=[CH:28][C:23]([O:22][CH2:21][CH2:20][N:3]([CH:4]2[C:5]3[CH:18]=[CH:17][CH:16]=[CH:15][C:6]=3[CH2:7][CH2:8][C:9]3[CH:14]=[CH:13][CH:12]=[CH:11][C:10]2=3)[CH3:2])=[CH:24][CH:25]=1)[CH3:35]. The catalyst is O.C1C=CC=CC=1.